Dataset: Forward reaction prediction with 1.9M reactions from USPTO patents (1976-2016). Task: Predict the product of the given reaction. (1) Given the reactants [CH2:1]([N:8]1[C:16]2[C:15]3=[N:17][C@H:18]([CH2:20][C:21]4[CH:26]=[CH:25][CH:24]=[CH:23][CH:22]=4)[CH2:19][N:14]3[C:13](=[O:27])[N:12]([CH2:28][CH2:29][CH3:30])[C:11]=2[N:10]=[CH:9]1)[C:2]1[CH:7]=[CH:6][CH:5]=[CH:4][CH:3]=1.C([N-]C(C)C)(C)C.[Li+].C(Br)(Br)(Br)[Br:40].[Cl-].[NH4+], predict the reaction product. The product is: [CH2:1]([N:8]1[C:16]2[C:15]3=[N:17][C@H:18]([CH2:20][C:21]4[CH:22]=[CH:23][CH:24]=[CH:25][CH:26]=4)[CH2:19][N:14]3[C:13](=[O:27])[N:12]([CH2:28][CH2:29][CH3:30])[C:11]=2[N:10]=[C:9]1[Br:40])[C:2]1[CH:7]=[CH:6][CH:5]=[CH:4][CH:3]=1. (2) Given the reactants Br[C:2]1[CH:10]=[C:9]2[C:5]([CH:6]=[C:7]([CH3:11])[NH:8]2)=[CH:4][CH:3]=1.CC([O-])=O.[K+].[CH3:17][C:18]1([CH3:34])[C:22]([CH3:24])([CH3:23])[O:21][B:20]([B:20]2[O:21][C:22]([CH3:24])([CH3:23])[C:18]([CH3:34])([CH3:17])[O:19]2)[O:19]1, predict the reaction product. The product is: [CH3:11][C:7]1[NH:8][C:9]2[C:5]([CH:6]=1)=[CH:4][CH:3]=[C:2]([B:20]1[O:21][C:22]([CH3:24])([CH3:23])[C:18]([CH3:34])([CH3:17])[O:19]1)[CH:10]=2. (3) Given the reactants FC1C=C(C=C(C(F)(F)F)C=1)[C:5]([N:7]([C:9]1[CH:10]=[N:11][CH:12]=[CH:13][C:14]=1[C:15]1[CH:20]=[CH:19][C:18]([F:21])=[CH:17][C:16]=1[O:22][CH3:23])C)=O.[Cl:31][C:32]1[CH:33]=[C:34]([CH:38]=[C:39]([C:41]([F:44])([F:43])[F:42])[N:40]=1)[C:35]([OH:37])=O, predict the reaction product. The product is: [Cl:31][C:32]1[CH:33]=[C:34]([CH:38]=[C:39]([C:41]([F:44])([F:43])[F:42])[N:40]=1)[C:35]([N:7]([C:9]1[CH:10]=[N:11][CH:12]=[CH:13][C:14]=1[C:15]1[CH:20]=[CH:19][C:18]([F:21])=[CH:17][C:16]=1[O:22][CH3:23])[CH3:5])=[O:37]. (4) Given the reactants C1(C2C(O[C@@H]3CCCN([C@H](C4C=C(Cl)C=C(Cl)C=4)C)C3)=CC(F)=C(C=2)C(OC)=O)CC1.[Cl:32][C:33]1[CH:38]=[C:37]([F:39])[CH:36]=[CH:35][C:34]=1[CH:40]([N:45]1[CH2:50][CH2:49][CH:48]([CH2:51][O:52][C:53]2[C:62]([CH:63]3[CH2:65][CH2:64]3)=[CH:61][C:56]([C:57]([O:59]C)=[O:58])=[C:55]([F:66])[CH:54]=2)[CH2:47][CH2:46]1)[C:41]([F:44])([F:43])[F:42], predict the reaction product. The product is: [Cl:32][C:33]1[CH:38]=[C:37]([F:39])[CH:36]=[CH:35][C:34]=1[CH:40]([N:45]1[CH2:50][CH2:49][CH:48]([CH2:51][O:52][C:53]2[C:62]([CH:63]3[CH2:65][CH2:64]3)=[CH:61][C:56]([C:57]([OH:59])=[O:58])=[C:55]([F:66])[CH:54]=2)[CH2:47][CH2:46]1)[C:41]([F:43])([F:42])[F:44]. (5) Given the reactants CS(C)=O.C(Cl)(=O)C(Cl)=O.[Cl:11][CH2:12][C:13]([NH:15][CH:16]([CH3:19])[CH2:17][OH:18])=[O:14].C(N(CC)CC)C, predict the reaction product. The product is: [Cl:11][CH2:12][C:13]([NH:15][CH:16]([CH3:19])[CH:17]=[O:18])=[O:14].